From a dataset of Forward reaction prediction with 1.9M reactions from USPTO patents (1976-2016). Predict the product of the given reaction. (1) The product is: [Br-:29].[CH2:22]([N+:11]1[CH:12]=[C:13]([CH2:15][OH:16])[CH:14]=[C:9]([C:7]2[CH:6]=[C:5]([CH2:17][O:18][CH2:19][O:20][CH3:21])[CH:4]=[C:3]([O:2][CH3:1])[N:8]=2)[CH:10]=1)[C:23]1[CH:28]=[CH:27][CH:26]=[CH:25][CH:24]=1. Given the reactants [CH3:1][O:2][C:3]1[N:8]=[C:7]([C:9]2[CH:10]=[N:11][CH:12]=[C:13]([CH2:15][OH:16])[CH:14]=2)[CH:6]=[C:5]([CH2:17][O:18][CH2:19][O:20][CH3:21])[CH:4]=1.[CH2:22]([Br:29])[C:23]1[CH:28]=[CH:27][CH:26]=[CH:25][CH:24]=1, predict the reaction product. (2) The product is: [ClH:1].[NH2:25][CH:23]([CH3:24])[CH2:22][C:19]1[CH:20]=[CH:21][C:16]([C:5]2[C:6]3[C:7]4[CH:15]=[CH:14][S:13][C:8]=4[C:9](=[O:12])[NH:10][C:11]=3[C:2]([Cl:1])=[CH:3][C:4]=2[OH:33])=[CH:17][CH:18]=1. Given the reactants [Cl:1][C:2]1[C:11]2[NH:10][C:9](=[O:12])[C:8]3[S:13][CH:14]=[CH:15][C:7]=3[C:6]=2[C:5]([C:16]2[CH:21]=[CH:20][C:19]([CH2:22][CH:23]([NH:25]C(=O)OC(C)(C)C)[CH3:24])=[CH:18][CH:17]=2)=[C:4]([O:33]C)[CH:3]=1.B(Br)(Br)Br, predict the reaction product.